The task is: Predict the reactants needed to synthesize the given product.. This data is from Full USPTO retrosynthesis dataset with 1.9M reactions from patents (1976-2016). (1) Given the product [CH3:1][N:2]([CH2:3][CH:4]([CH3:6])[CH3:5])[C:18]([N:9]([CH:10]1[CH2:11][CH2:28][CH2:27][CH2:26][CH2:30]1)[CH:12]1[CH2:13][CH2:30][CH2:26][CH2:27][CH2:28]1)=[O:24], predict the reactants needed to synthesize it. The reactants are: [CH3:1][NH:2][CH2:3][CH:4]([CH3:6])[CH3:5].C([N:9]([CH2:12][CH3:13])[CH2:10][CH3:11])C.ClC(Cl)(O[C:18](=[O:24])OC(Cl)(Cl)Cl)Cl.[CH2:26]1[CH2:30]O[CH2:28][CH2:27]1. (2) Given the product [CH3:1][O:2][CH2:3][CH2:4][C:5]1[N:6]([CH2:18][CH2:19][CH2:20][CH2:21][CH2:22][C:23]([N:32]2[CH2:37][CH2:36][O:35][CH2:34][CH2:33]2)=[O:25])[C:7]2[C:16]3[CH:15]=[CH:14][CH:13]=[CH:12][C:11]=3[N:10]=[CH:9][C:8]=2[N:17]=1, predict the reactants needed to synthesize it. The reactants are: [CH3:1][O:2][CH2:3][CH2:4][C:5]1[N:6]([CH2:18][CH2:19][CH2:20][CH2:21][CH2:22][C:23]([OH:25])=O)[C:7]2[C:16]3[CH:15]=[CH:14][CH:13]=[CH:12][C:11]=3[N:10]=[CH:9][C:8]=2[N:17]=1.C(Cl)(=O)C(Cl)=O.[NH:32]1[CH2:37][CH2:36][O:35][CH2:34][CH2:33]1. (3) Given the product [CH3:36][NH:37][C:32]([CH2:31][NH:30][C:28]([N:9]1[CH2:10][CH:11]([CH2:23][C:24]([CH3:27])([CH3:26])[CH3:25])[C:12]([C:15]2[CH:20]=[CH:19][C:18]([Cl:21])=[CH:17][C:16]=2[F:22])([C:13]#[N:14])[CH:8]1[C:4]1[CH:5]=[CH:6][CH:7]=[C:2]([Cl:1])[C:3]=1[F:35])=[O:29])=[O:33], predict the reactants needed to synthesize it. The reactants are: [Cl:1][C:2]1[C:3]([F:35])=[C:4]([C@@H:8]2[C@:12]([C:15]3[CH:20]=[CH:19][C:18]([Cl:21])=[CH:17][C:16]=3[F:22])([C:13]#[N:14])[C@H:11]([CH2:23][C:24]([CH3:27])([CH3:26])[CH3:25])[CH2:10][N:9]2[C:28]([NH:30][CH2:31][C:32](O)=[O:33])=[O:29])[CH:5]=[CH:6][CH:7]=1.[CH3:36][NH2:37]. (4) Given the product [CH3:22][O:21][C:17](=[O:20])/[CH:18]=[CH:19]/[C:9]1[CH:16]=[CH:15][CH:14]=[C:11]([CH2:12][OH:13])[CH:10]=1, predict the reactants needed to synthesize it. The reactants are: C(N(CC)CC)C.I[C:9]1[CH:10]=[C:11]([CH:14]=[CH:15][CH:16]=1)[CH2:12][OH:13].[C:17]([O:21][CH3:22])(=[O:20])[CH:18]=[CH2:19].[Cl-].[NH4+]. (5) Given the product [C:13]([O:17][C:18]([NH:20][C:21]1[CH:22]=[C:23]([CH:27]=[CH:28][C:29]=1[O:30][CH3:31])[C:24]([O:26][CH3:2])=[O:25])=[O:19])([CH3:16])([CH3:15])[CH3:14], predict the reactants needed to synthesize it. The reactants are: Br[C:2]1C=COC=1C(O)=O.C(O)C.[C:13]([O:17][C:18]([NH:20][C:21]1[CH:22]=[C:23]([CH:27]=[CH:28][C:29]=1[O:30][CH3:31])[C:24]([OH:26])=[O:25])=[O:19])([CH3:16])([CH3:15])[CH3:14]. (6) Given the product [CH3:7][N:8]1[CH:12]=[CH:11][CH:10]=[C:9]1[C:23]1[CH:35]=[CH:34][C:26]([C:27]([O:29][C:30]([CH3:32])([CH3:31])[CH3:33])=[O:28])=[C:25]([NH:36][C:37]([C:39]2[CH:40]=[N:41][CH:42]=[C:43]([C:45]3[CH:50]=[CH:49][CH:48]=[CH:47][CH:46]=3)[CH:44]=2)=[O:38])[CH:24]=1, predict the reactants needed to synthesize it. The reactants are: C(=O)([O-])[O-].[Na+].[Na+].[CH3:7][N:8]1[CH:12]=[CH:11][CH:10]=[C:9]1B1OC(C)(C)C(C)(C)O1.Br[C:23]1[CH:35]=[CH:34][C:26]([C:27]([O:29][C:30]([CH3:33])([CH3:32])[CH3:31])=[O:28])=[C:25]([NH:36][C:37]([C:39]2[CH:40]=[N:41][CH:42]=[C:43]([C:45]3[CH:50]=[CH:49][CH:48]=[CH:47][CH:46]=3)[CH:44]=2)=[O:38])[CH:24]=1.C(O)(=O)CC(CC(O)=O)(C(O)=O)O.